Dataset: Full USPTO retrosynthesis dataset with 1.9M reactions from patents (1976-2016). Task: Predict the reactants needed to synthesize the given product. (1) The reactants are: [CH3:1][C:2]1[C:3]([N:9]2[CH2:16][CH:15]3[CH:11]([CH2:12][NH:13][CH2:14]3)[CH2:10]2)=[N:4][C:5]([CH3:8])=[CH:6][N:7]=1.[CH3:17][C:18]1[CH:19]=[CH:20][C:21]([C:27]2[N:32]=[CH:31][CH:30]=[CH:29][N:28]=2)=[C:22]([CH:26]=1)[C:23](O)=[O:24]. Given the product [CH3:1][C:2]1[C:3]([N:9]2[CH2:16][CH:15]3[CH:11]([CH2:12][N:13]([C:23]([C:22]4[CH:26]=[C:18]([CH3:17])[CH:19]=[CH:20][C:21]=4[C:27]4[N:28]=[CH:29][CH:30]=[CH:31][N:32]=4)=[O:24])[CH2:14]3)[CH2:10]2)=[N:4][C:5]([CH3:8])=[CH:6][N:7]=1, predict the reactants needed to synthesize it. (2) Given the product [CH3:1][C:2]1[O:6][C:5]([C:7]2[CH:8]=[CH:9][CH:10]=[CH:11][CH:12]=2)=[N:4][C:3]=1[CH2:13][O:14][C:15]1[CH:31]=[CH:30][C:18]([CH2:19][O:20][C:21]2[C:26]([CH2:27][C:28]([OH:33])=[O:29])=[CH:25][CH:24]=[CH:23][N:22]=2)=[CH:17][CH:16]=1, predict the reactants needed to synthesize it. The reactants are: [CH3:1][C:2]1[O:6][C:5]([C:7]2[CH:12]=[CH:11][CH:10]=[CH:9][CH:8]=2)=[N:4][C:3]=1[CH2:13][O:14][C:15]1[CH:31]=[CH:30][C:18]([CH2:19][O:20][C:21]2[C:26]([CH2:27][CH2:28][OH:29])=[CH:25][CH:24]=[CH:23][N:22]=2)=[CH:17][CH:16]=1.P([O-])([O-])([O-])=[O:33].Cl[O-].[Na+].Cl([O-])=O.[Na+].[OH-].[Na+].S([O-])([O-])=O.[Na+].[Na+]. (3) The reactants are: C(Cl)(=O)[C:2](Cl)=[O:3].CN(C)C=O.ClCCl.[CH3:15][NH:16][C:17]([C:19]1[NH:20][C:21]2[C:26]([CH:27]=1)=[CH:25][CH:24]=[CH:23][CH:22]=2)=[O:18]. Given the product [CH:2]([C:27]1[C:26]2[C:21](=[CH:22][CH:23]=[CH:24][CH:25]=2)[NH:20][C:19]=1[C:17]([NH:16][CH3:15])=[O:18])=[O:3], predict the reactants needed to synthesize it. (4) Given the product [NH2:40][C:26]1[N:27]=[CH:28][C:29]([C:4]2[N:3]=[C:2]([Cl:1])[N:7]=[C:6]([CH:8]3[CH2:13][CH2:12][N:11]([C:14]([O:16][C:17]([CH3:20])([CH3:19])[CH3:18])=[O:15])[CH2:10][CH2:9]3)[CH:5]=2)=[CH:30][C:25]=1[O:24][CH:23]([F:41])[F:22], predict the reactants needed to synthesize it. The reactants are: [Cl:1][C:2]1[N:7]=[C:6]([CH:8]2[CH2:13][CH2:12][N:11]([C:14]([O:16][C:17]([CH3:20])([CH3:19])[CH3:18])=[O:15])[CH2:10][CH2:9]2)[CH:5]=[C:4](Cl)[N:3]=1.[F:22][CH:23]([F:41])[O:24][C:25]1[C:26]([NH2:40])=[N:27][CH:28]=[C:29](B2OC(C)(C)C(C)(C)O2)[CH:30]=1.C([O-])(=O)C.[K+].C(=O)([O-])[O-].[Na+].[Na+].